The task is: Predict the product of the given reaction.. This data is from Forward reaction prediction with 1.9M reactions from USPTO patents (1976-2016). (1) Given the reactants [CH3:1][O:2][CH:3]([O:6][CH3:7])[CH2:4]Br.[Cl:8][C:9]1[CH:28]=[CH:27][C:12]([NH:13][C:14]2[C:23]3[C:18](=[CH:19][C:20]([OH:26])=[C:21]([O:24][CH3:25])[CH:22]=3)[N:17]=[CH:16][N:15]=2)=[C:11]([F:29])[CH:10]=1.C(=O)([O-])[O-].[K+].[K+], predict the reaction product. The product is: [Cl:8][C:9]1[CH:28]=[CH:27][C:12]([NH:13][C:14]2[C:23]3[C:18](=[CH:19][C:20]([O:26][CH2:4][CH:3]([O:6][CH3:7])[O:2][CH3:1])=[C:21]([O:24][CH3:25])[CH:22]=3)[N:17]=[CH:16][N:15]=2)=[C:11]([F:29])[CH:10]=1. (2) Given the reactants CS([O:5][CH:6]1[CH2:11][CH2:10][N:9]([C:12]2[CH:17]=[CH:16][N:15]=[CH:14][N:13]=2)[CH2:8][CH2:7]1)(=O)=O.[Cl:18][C:19]1[CH:20]=[C:21](O)[C:22]([CH3:29])=[C:23]([CH:28]=1)[C:24]([O:26][CH3:27])=[O:25].C([O-])([O-])=O.[Cs+].[Cs+], predict the reaction product. The product is: [Cl:18][C:19]1[CH:20]=[C:21]([O:5][CH:6]2[CH2:11][CH2:10][N:9]([C:12]3[CH:17]=[CH:16][N:15]=[CH:14][N:13]=3)[CH2:8][CH2:7]2)[C:22]([CH3:29])=[C:23]([CH:28]=1)[C:24]([O:26][CH3:27])=[O:25]. (3) Given the reactants [OH:1][C:2]1[CH:3]=[C:4]([CH:7]=[CH:8][CH:9]=1)[CH:5]=[O:6].[CH2:10](Br)[C:11]1[CH:16]=[CH:15][CH:14]=[CH:13][CH:12]=1, predict the reaction product. The product is: [CH2:10]([O:1][C:2]1[CH:3]=[C:4]([CH:7]=[CH:8][CH:9]=1)[CH:5]=[O:6])[C:11]1[CH:16]=[CH:15][CH:14]=[CH:13][CH:12]=1. (4) Given the reactants Br[C:2]1[N:3]=[CH:4][C:5]([F:32])=[C:6]2[C:10]([C:11](=[O:31])[C:12]([N:14]3[CH2:19][CH2:18][N:17]([C:20]4[N:24]([C:25]5[CH:30]=[CH:29][CH:28]=[CH:27][CH:26]=5)[N:23]=[N:22][N:21]=4)[CH2:16][CH2:15]3)=[O:13])=[CH:9][NH:8][C:7]=12.C([Sn]([C:46]#[N:47])(CCCC)CCCC)CCC, predict the reaction product. The product is: [F:32][C:5]1[CH:4]=[N:3][C:2]([C:46]#[N:47])=[C:7]2[NH:8][CH:9]=[C:10]([C:11](=[O:31])[C:12](=[O:13])[N:14]3[CH2:15][CH2:16][N:17]([C:20]4[N:24]([C:25]5[CH:26]=[CH:27][CH:28]=[CH:29][CH:30]=5)[N:23]=[N:22][N:21]=4)[CH2:18][CH2:19]3)[C:6]=12. (5) The product is: [NH2:29][C:28]1[CH:27]=[C:26]([C:2]2[S:6][C:5]([C:7]([CH3:10])([CH3:9])[CH3:8])=[N:4][C:3]=2[C:11]2[CH:16]=[CH:15][N:14]=[C:13]([NH2:17])[N:12]=2)[CH:32]=[CH:31][CH:30]=1. Given the reactants Br[C:2]1[S:6][C:5]([C:7]([CH3:10])([CH3:9])[CH3:8])=[N:4][C:3]=1[C:11]1[CH:16]=[CH:15][N:14]=[C:13]([NH2:17])[N:12]=1.CC1(C)C(C)(C)OB([C:26]2[CH:27]=[C:28]([CH:30]=[CH:31][CH:32]=2)[NH2:29])O1.C(=O)(O)[O-].[Na+].O1CCOCC1, predict the reaction product. (6) Given the reactants [Cl:1][C:2]1[CH:14]=[CH:13][C:5]([O:6][C:7]([CH3:12])([CH3:11])[CH2:8][C:9]#[N:10])=[CH:4][CH:3]=1.OO.C(=O)([O-])[O-:18].[K+].[K+].O, predict the reaction product. The product is: [Cl:1][C:2]1[CH:14]=[CH:13][C:5]([O:6][C:7]([CH3:11])([CH3:12])[CH2:8][C:9]([NH2:10])=[O:18])=[CH:4][CH:3]=1.